From a dataset of Forward reaction prediction with 1.9M reactions from USPTO patents (1976-2016). Predict the product of the given reaction. (1) Given the reactants Br[C:2]1[N:6]2[CH2:7][CH2:8][N:9](C(OC(C)(C)C)=O)[CH2:10][C:5]2=[N:4][N:3]=1.[Li]CCCC.CCCCCC.[CH:29](=[O:36])[C:30]1[CH:35]=[CH:34][CH:33]=[CH:32][CH:31]=1, predict the reaction product. The product is: [C:30]1([CH:29]([C:2]2[N:6]3[CH2:7][CH2:8][NH:9][CH2:10][C:5]3=[N:4][N:3]=2)[OH:36])[CH:35]=[CH:34][CH:33]=[CH:32][CH:31]=1. (2) Given the reactants C[O-].[Na+].[P:4]([O-:10])([O:8][CH3:9])([O:6][CH3:7])=O.[CH3:11][O:12][C:13]1[CH:14]=[C:15]([CH:18]=[C:19]([O:23][CH3:24])[C:20]=1[O:21][CH3:22])[CH:16]=[O:17].FC(F)(F)C(O)=O, predict the reaction product. The product is: [CH3:9][O:8][P:4]([CH:16]([OH:17])[C:15]1[CH:14]=[C:13]([O:12][CH3:11])[C:20]([O:21][CH3:22])=[C:19]([O:23][CH3:24])[CH:18]=1)(=[O:10])[O:6][CH3:7]. (3) Given the reactants [I:1][C:2]1[CH:11]=[CH:10][CH:9]=[C:8]2[C:3]=1[CH2:4][CH2:5][N:6]=[C:7]2[CH3:12].[Li+].CC([N-]C(C)C)C.[C:21](=O)([O:25]CC)[O:22][CH2:23][CH3:24], predict the reaction product. The product is: [I:1][C:2]1[CH:11]=[CH:10][CH:9]=[C:8]2[C:3]=1[CH2:4][CH2:5][NH:6]/[C:7]/2=[CH:12]\[C:21]([O:22][CH2:23][CH3:24])=[O:25]. (4) The product is: [C:21]([O:20][C:18](=[O:19])[CH2:17][NH:16][CH2:2][C:3]1[CH:4]=[C:5]([C:8]([O:10][C:11]([CH3:14])([CH3:13])[CH3:12])=[O:9])[S:6][CH:7]=1)([CH3:24])([CH3:23])[CH3:22]. Given the reactants Br[CH2:2][C:3]1[CH:4]=[C:5]([C:8]([O:10][C:11]([CH3:14])([CH3:13])[CH3:12])=[O:9])[S:6][CH:7]=1.Cl.[NH2:16][CH2:17][C:18]([O:20][C:21]([CH3:24])([CH3:23])[CH3:22])=[O:19].C(N(CC)CC)C.C(O[BH-](OC(=O)C)OC(=O)C)(=O)C.[Na+], predict the reaction product.